From a dataset of Peptide-MHC class I binding affinity with 185,985 pairs from IEDB/IMGT. Regression. Given a peptide amino acid sequence and an MHC pseudo amino acid sequence, predict their binding affinity value. This is MHC class I binding data. (1) The peptide sequence is MAMTGLPQA. The MHC is HLA-B15:01 with pseudo-sequence HLA-B15:01. The binding affinity (normalized) is 0.0847. (2) The peptide sequence is NILGGVLHTK. The MHC is HLA-A68:01 with pseudo-sequence HLA-A68:01. The binding affinity (normalized) is 0.724. (3) The peptide sequence is MAPEKVDF. The MHC is Mamu-A02 with pseudo-sequence Mamu-A02. The binding affinity (normalized) is 0.